Dataset: Full USPTO retrosynthesis dataset with 1.9M reactions from patents (1976-2016). Task: Predict the reactants needed to synthesize the given product. Given the product [CH3:12][O:13][C:14]([C@@H:16]1[CH2:43][C@@H:42]2[CH2:44][N:17]1[C:18](=[O:53])[C@H:19]([C:49]([CH3:51])([CH3:50])[CH3:52])[NH:20][C:21](=[O:48])[O:22][C@@H:23]1[CH2:47][CH2:46][CH2:45][C@H:24]1[CH2:25][CH2:26][CH2:27][CH2:28][CH2:29][C:30]1[C:31]([O:41]2)=[N:32][C:33]2[CH:34]=[CH:35][CH:36]=[CH:37][C:38]=2[C:39]=1[O:40][CH2:3][CH2:4][CH2:5][N:6]1[CH2:11][CH2:10][CH2:9][CH2:8][CH2:7]1)=[O:15], predict the reactants needed to synthesize it. The reactants are: Cl.Cl[CH2:3][CH2:4][CH2:5][N:6]1[CH2:11][CH2:10][CH2:9][CH2:8][CH2:7]1.[CH3:12][O:13][C:14]([C@@H:16]1[CH2:43][C@@H:42]2[CH2:44][N:17]1[C:18](=[O:53])[C@H:19]([C:49]([CH3:52])([CH3:51])[CH3:50])[NH:20][C:21](=[O:48])[O:22][C@@H:23]1[CH2:47][CH2:46][CH2:45][C@H:24]1[CH2:25][CH2:26][CH2:27][CH2:28][CH2:29][C:30]1[C:31]([O:41]2)=[N:32][C:33]2[CH:34]=[CH:35][CH:36]=[CH:37][C:38]=2[C:39]=1[OH:40])=[O:15].